Dataset: Catalyst prediction with 721,799 reactions and 888 catalyst types from USPTO. Task: Predict which catalyst facilitates the given reaction. (1) Reactant: [H-].[Na+].[I-].[CH3:4][S+](C)(C)=O.[S:9]1[C:13]2[C:14](/[CH:18]=[CH:19]/[C:20]([O:22][CH2:23][CH3:24])=[O:21])=[CH:15][CH:16]=[CH:17][C:12]=2[N:11]=[N:10]1.O. Product: [S:9]1[C:13]2[C:14]([CH:18]3[CH2:4][CH:19]3[C:20]([O:22][CH2:23][CH3:24])=[O:21])=[CH:15][CH:16]=[CH:17][C:12]=2[N:11]=[N:10]1. The catalyst class is: 16. (2) The catalyst class is: 4. Reactant: [CH3:1][O:2][C:3]1[C:4]([NH:27][C:28]2[CH:29]=[N:30][N:31](C(OC(C)(C)C)=O)[CH:32]=2)=[N:5][C:6]([C:9]2[C:17]3[C:12](=[CH:13][CH:14]=[CH:15][CH:16]=3)[N:11]([CH2:18][C:19]3[CH:24]=[CH:23][C:22]([O:25][CH3:26])=[CH:21][CH:20]=3)[N:10]=2)=[N:7][CH:8]=1.FC(F)(F)C(O)=O.C(=O)([O-])[O-].[Na+].[Na+]. Product: [CH3:1][O:2][C:3]1[C:4]([NH:27][C:28]2[CH:29]=[N:30][NH:31][CH:32]=2)=[N:5][C:6]([C:9]2[C:17]3[C:12](=[CH:13][CH:14]=[CH:15][CH:16]=3)[N:11]([CH2:18][C:19]3[CH:20]=[CH:21][C:22]([O:25][CH3:26])=[CH:23][CH:24]=3)[N:10]=2)=[N:7][CH:8]=1. (3) Reactant: C(=O)([O-])[O-].[K+].[K+].[Br:7][C:8]1[CH:13]=[CH:12][C:11]([OH:14])=[C:10]([Cl:15])[CH:9]=1.Br[CH2:17][C:18]([CH3:20])=[CH2:19]. Product: [Br:7][C:8]1[CH:13]=[CH:12][C:11]([O:14][CH2:19][C:18]([CH3:20])=[CH2:17])=[C:10]([Cl:15])[CH:9]=1. The catalyst class is: 3. (4) Reactant: C([Li])CCC.Br[C:7]1[CH:12]=[CH:11][CH:10]=[C:9](Br)[C:8]=1[O:14][CH2:15][CH2:16]Br.[S:18](=[O:20])=[O:19].[Cl:21]NC(=O)CCC(N)=O. Product: [O:14]1[C:8]2[CH:9]=[C:10]([S:18]([Cl:21])(=[O:20])=[O:19])[CH:11]=[CH:12][C:7]=2[CH2:16][CH2:15]1. The catalyst class is: 217. (5) Reactant: [NH2:1][C:2]1([C:17]2[NH:21][C:20]3[CH:22]=[CH:23][CH:24]=[C:25]([CH2:26][OH:27])[C:19]=3[N:18]=2)[CH2:7][CH2:6][N:5]([C:8]2[C:9]3[CH:16]=[CH:15][NH:14][C:10]=3[N:11]=[CH:12][N:13]=2)[CH2:4][CH2:3]1.C(Cl)Cl. Product: [NH2:1][C:2]1([C:17]2[NH:21][C:20]3[CH:22]=[CH:23][CH:24]=[C:25]([CH:26]=[O:27])[C:19]=3[N:18]=2)[CH2:7][CH2:6][N:5]([C:8]2[C:9]3[CH:16]=[CH:15][NH:14][C:10]=3[N:11]=[CH:12][N:13]=2)[CH2:4][CH2:3]1. The catalyst class is: 5. (6) Reactant: [OH:1][C:2]1[CH:11]=[C:10]([OH:12])[CH:9]=[CH:8][C:3]=1[C:4]([O:6][CH3:7])=[O:5].Br[CH2:14][CH2:15][F:16].C(=O)([O-])[O-].[K+].[K+].[I-].[K+]. Product: [F:16][CH2:15][CH2:14][O:12][C:10]1[CH:9]=[CH:8][C:3]([C:4]([O:6][CH3:7])=[O:5])=[C:2]([OH:1])[CH:11]=1. The catalyst class is: 18. (7) Product: [CH:1]1([C:5]2[C:6]([O:19][CH2:20][CH3:21])=[CH:7][C:8]([CH:9]=[O:10])=[CH:14][C:15]=2[O:16][CH2:17][CH3:18])[CH2:2][CH2:3][CH2:4]1. Reactant: [CH:1]1([C:5]2[C:15]([O:16][CH2:17][CH3:18])=[CH:14][C:8]([C:9](OCC)=[O:10])=[CH:7][C:6]=2[O:19][CH2:20][CH3:21])[CH2:4][CH2:3][CH2:2]1.[H-].[Al+3].[Li+].[H-].[H-].[H-].O.[OH-].[Na+]. The catalyst class is: 1.